Regression/Classification. Given a drug SMILES string, predict its absorption, distribution, metabolism, or excretion properties. Task type varies by dataset: regression for continuous measurements (e.g., permeability, clearance, half-life) or binary classification for categorical outcomes (e.g., BBB penetration, CYP inhibition). Dataset: cyp1a2_veith. From a dataset of CYP1A2 inhibition data for predicting drug metabolism from PubChem BioAssay. The molecule is CC1CC/C(=C\c2ccc3c(c2)OCO3)C(=O)/C1=C/c1ccc2c(c1)OCO2. The result is 1 (inhibitor).